Dataset: Full USPTO retrosynthesis dataset with 1.9M reactions from patents (1976-2016). Task: Predict the reactants needed to synthesize the given product. (1) Given the product [Br:1][C:2]1[CH:18]=[CH:17][C:16]([F:19])=[CH:15][C:3]=1[CH2:4][N:5]1[C:10](=[O:11])[C:9]([CH3:12])=[N:8][N:7]=[C:6]1[N:20]1[CH2:25][CH2:24][CH2:23][C@@H:22]([NH:26][C:27](=[O:33])[O:28][C:29]([CH3:31])([CH3:30])[CH3:32])[CH2:21]1, predict the reactants needed to synthesize it. The reactants are: [Br:1][C:2]1[CH:18]=[CH:17][C:16]([F:19])=[CH:15][C:3]=1[CH2:4][N:5]1[C:10](=[O:11])[C:9]([CH3:12])=[N:8][N:7]=[C:6]1SC.[NH:20]1[CH2:25][CH2:24][CH2:23][C@@H:22]([NH:26][C:27](=[O:33])[O:28][C:29]([CH3:32])([CH3:31])[CH3:30])[CH2:21]1. (2) The reactants are: Br[C:2]1[CH:7]=[CH:6][C:5]([C:8]2([C:17]3[CH:22]=[CH:21][C:20]([Cl:23])=[CH:19][CH:18]=3)[CH2:13][CH2:12][N:11]([C:14]([OH:16])=[O:15])[CH2:10][CH2:9]2)=[CH:4][CH:3]=1.C([Li])[CH2:25][CH2:26][CH3:27].[C:29](=[O:31])=[O:30].[CH2:32]1COCC1. Given the product [C:26]([O:16][C:14]([N:11]1[CH2:12][CH2:13][C:8]([C:5]2[CH:6]=[CH:7][C:2]([C:29]([OH:31])=[O:30])=[CH:3][CH:4]=2)([C:17]2[CH:22]=[CH:21][C:20]([Cl:23])=[CH:19][CH:18]=2)[CH2:9][CH2:10]1)=[O:15])([CH3:25])([CH3:27])[CH3:32], predict the reactants needed to synthesize it. (3) The reactants are: CC1(C)C(C)(C)OB([C:9]2[CH:13]=[CH:12][O:11][CH:10]=2)O1.C(=O)([O-])[O-].[Na+].[Na+].[CH2:21]([O:28][C:29]1[CH:56]=[CH:55][C:54](Br)=[CH:53][C:30]=1[C:31]([NH:33][C:34]1[CH:46]=[C:45]([C:47]2[CH:52]=[CH:51][CH:50]=[CH:49][CH:48]=2)[CH:44]=[CH:43][C:35]=1[C:36]([O:38][C:39]([CH3:42])([CH3:41])[CH3:40])=[O:37])=[O:32])[C:22]1[CH:27]=[CH:26][CH:25]=[CH:24][CH:23]=1. Given the product [CH2:21]([O:28][C:29]1[CH:56]=[CH:55][C:54]([C:9]2[CH:13]=[CH:12][O:11][CH:10]=2)=[CH:53][C:30]=1[C:31]([NH:33][C:34]1[CH:46]=[C:45]([C:47]2[CH:52]=[CH:51][CH:50]=[CH:49][CH:48]=2)[CH:44]=[CH:43][C:35]=1[C:36]([O:38][C:39]([CH3:42])([CH3:41])[CH3:40])=[O:37])=[O:32])[C:22]1[CH:23]=[CH:24][CH:25]=[CH:26][CH:27]=1, predict the reactants needed to synthesize it.